Dataset: Reaction yield outcomes from USPTO patents with 853,638 reactions. Task: Predict the reaction yield, written as a fraction of the theoretical maximum amount of product (1.0 means a 100% yield; for example, 0.34 means a 34% yield). The reactants are Br[C:2]1[C:7]([CH3:8])=[CH:6][C:5]([O:9][CH3:10])=[C:4]([CH3:11])[CH:3]=1.C([Li])CCC.[B:17](OC(C)C)([O:22]C(C)C)[O:18]C(C)C. The catalyst is C1COCC1.CCCCCC. The product is [CH3:8][C:7]1[CH:6]=[C:5]([O:9][CH3:10])[C:4]([CH3:11])=[CH:3][C:2]=1[B:17]([OH:22])[OH:18]. The yield is 0.810.